Dataset: Reaction yield outcomes from USPTO patents with 853,638 reactions. Task: Predict the reaction yield, written as a fraction of the theoretical maximum amount of product (1.0 means a 100% yield; for example, 0.34 means a 34% yield). (1) The reactants are [NH2:1][C:2]1[C:3]([O:20][CH3:21])=[CH:4][C:5]([CH:17]([CH3:19])[CH3:18])=[C:6]([CH:16]=1)[O:7][C:8]1[C:9]([NH2:15])=[N:10][C:11]([NH2:14])=[N:12][CH:13]=1.S(C1C=CC(C)=CC=1)(O)(=O)=O.Cl[C:34]([NH:37][NH2:38])(Cl)[CH3:35].NN. The catalyst is CO. The product is [CH:17]([C:5]1[CH:4]=[C:3]([O:20][CH3:21])[C:2]([N:1]2[CH:35]=[CH:34][N:37]=[N:38]2)=[CH:16][C:6]=1[O:7][C:8]1[C:9]([NH2:15])=[N:10][C:11]([NH2:14])=[N:12][CH:13]=1)([CH3:19])[CH3:18]. The yield is 0.310. (2) The reactants are [NH2:1][C:2]1[CH:7]=[CH:6][CH:5]=[CH:4][N:3]=1.Br[CH2:9][C:10](=O)[C:11]([O:13][CH2:14][CH3:15])=[O:12]. The catalyst is C(O)C. The product is [N:1]1[C:10]([C:11]([O:13][CH2:14][CH3:15])=[O:12])=[CH:9][N:3]2[CH:4]=[CH:5][CH:6]=[CH:7][C:2]=12. The yield is 0.620. (3) The reactants are [NH2:1][C:2]1[CH:20]=[CH:19][C:5]([O:6][CH2:7][CH2:8][N:9]2[CH2:18][CH2:17][C:16]3[C:11](=[CH:12][CH:13]=[CH:14][CH:15]=3)[CH2:10]2)=[CH:4][C:3]=1[N+:21]([O-])=O. The catalyst is CO.[Ni]. The product is [NH2:21][C:3]1[CH:4]=[C:5]([CH:19]=[CH:20][C:2]=1[NH2:1])[O:6][CH2:7][CH2:8][N:9]1[CH2:18][CH2:17][C:16]2[C:11](=[CH:12][CH:13]=[CH:14][CH:15]=2)[CH2:10]1. The yield is 0.960. (4) The product is [NH2:1][C:2]1[C:3]([C:16]2[CH:24]=[CH:23][C:19]([C:20]([NH:35][C@@H:36]([C:46]3[CH:51]=[CH:50][CH:49]=[C:48]([Cl:52])[CH:47]=3)[CH2:37][NH:38][C:39](=[O:45])[O:40][C:41]([CH3:44])([CH3:43])[CH3:42])=[O:21])=[C:18]([F:25])[CH:17]=2)=[N:4][C:5]([CH:8]2[CH2:9][CH2:10][C:11]([F:14])([F:15])[CH2:12][CH2:13]2)=[CH:6][N:7]=1. The catalyst is CS(C)=O. The yield is 0.120. The reactants are [NH2:1][C:2]1[C:3]([C:16]2[CH:24]=[CH:23][C:19]([C:20](O)=[O:21])=[C:18]([F:25])[CH:17]=2)=[N:4][C:5]([CH:8]2[CH2:13][CH2:12][C:11]([F:15])([F:14])[CH2:10][CH2:9]2)=[CH:6][N:7]=1.CCN(C(C)C)C(C)C.[NH2:35][C@@H:36]([C:46]1[CH:51]=[CH:50][CH:49]=[C:48]([Cl:52])[CH:47]=1)[CH2:37][NH:38][C:39](=[O:45])[O:40][C:41]([CH3:44])([CH3:43])[CH3:42].CN(C(ON1N=NC2C=CC=NC1=2)=[N+](C)C)C.F[P-](F)(F)(F)(F)F. (5) The reactants are CC([CH2:5][N:6]([CH2:10][CH2:11][N:12]1[CH:16]=[C:15]([C:17]2[CH:18]=[C:19]3[C:24](=[CH:25][CH:26]=2)[N:23]([C:27](=[O:29])[CH3:28])[C@@H:22]([CH3:30])[CH2:21][C@H:20]3[NH:31][C:32]2[CH:37]=[C:36]([CH3:38])[CH:35]=[CH:34][N:33]=2)[CH:14]=[N:13]1)C(=O)[O-])(C)C.FC(F)(F)C(O)=O.[ClH:46].CCOCC. The catalyst is ClCCl. The product is [ClH:46].[C:27]([N:23]1[C:24]2[C:19](=[CH:18][C:17]([C:15]3[CH:14]=[N:13][N:12]([CH2:11][CH2:10][NH:6][CH3:5])[CH:16]=3)=[CH:26][CH:25]=2)[C@H:20]([NH:31][C:32]2[CH:37]=[C:36]([CH3:38])[CH:35]=[CH:34][N:33]=2)[CH2:21][C@@H:22]1[CH3:30])(=[O:29])[CH3:28]. The yield is 0.461.